This data is from Catalyst prediction with 721,799 reactions and 888 catalyst types from USPTO. The task is: Predict which catalyst facilitates the given reaction. (1) Reactant: [Cl:1][C:2]1[CH:3]=[N:4][C:5]([O:11][C:12]2[CH:17]=[CH:16][C:15]([F:18])=[CH:14][CH:13]=2)=[C:6]([CH:10]=1)[C:7]([OH:9])=O.Cl.[NH2:20][CH2:21][C:22]1[CH:31]=[CH:30][C:25]([C:26]([O:28][CH3:29])=[O:27])=[CH:24][CH:23]=1.C(N(CC)CC)C.F[B-](F)(F)F.BrC1C=CC=C[N+]=1CC. Product: [Cl:1][C:2]1[CH:10]=[C:6]([C:7]([NH:20][CH2:21][C:22]2[CH:23]=[CH:24][C:25]([C:26]([O:28][CH3:29])=[O:27])=[CH:30][CH:31]=2)=[O:9])[C:5]([O:11][C:12]2[CH:17]=[CH:16][C:15]([F:18])=[CH:14][CH:13]=2)=[N:4][CH:3]=1. The catalyst class is: 4. (2) Reactant: [CH2:1]([O:8][C:9]1[CH:14]=[CH:13][C:12]([C:15]2[NH:16][C:17]3[N:18]([N:28]=[C:29]([C:31]([OH:33])=O)[CH:30]=3)[C:19](=[O:27])[C:20]=2[CH:21]2[CH2:26][CH2:25][CH2:24][CH2:23][CH2:22]2)=[CH:11][CH:10]=1)[C:2]1[CH:7]=[CH:6][CH:5]=[CH:4][CH:3]=1.CN1CCOCC1.[NH2:41][C:42]1[NH:46][N:45]=[N:44][N:43]=1.C1CN([P+](ON2N=NC3C=CC=CC2=3)(N2CCCC2)N2CCCC2)CC1.F[P-](F)(F)(F)(F)F. Product: [NH:43]1[C:42]([NH:41][C:31]([C:29]2[CH:30]=[C:17]3[NH:16][C:15]([C:12]4[CH:13]=[CH:14][C:9]([O:8][CH2:1][C:2]5[CH:3]=[CH:4][CH:5]=[CH:6][CH:7]=5)=[CH:10][CH:11]=4)=[C:20]([CH:21]4[CH2:22][CH2:23][CH2:24][CH2:25][CH2:26]4)[C:19](=[O:27])[N:18]3[N:28]=2)=[O:33])=[N:46][N:45]=[N:44]1. The catalyst class is: 9. (3) Reactant: [CH3:1][N:2]1[C:6](OS(C(F)(F)F)(=O)=O)=[CH:5][C:4]([C:15](F)(F)F)=[N:3]1.CC1(C)C(C)(C)OB([C:27]2[CH:28]=[C:29]3[C:33](=[CH:34][CH:35]=2)[NH:32][C:31](=[O:36])[CH2:30]3)O1. Product: [CH3:1][N:2]1[C:6]([C:27]2[CH:28]=[C:29]3[C:33](=[CH:34][CH:35]=2)[NH:32][C:31](=[O:36])[CH2:30]3)=[CH:5][C:4]([CH3:15])=[N:3]1. The catalyst class is: 12. (4) Reactant: Br[C:2]1[CH:3]=[C:4]([C:16]#[N:17])[CH:5]=[C:6]2[C:10]=1[N:9]([CH3:11])[C:8]([C:12]([NH2:14])=[O:13])=[C:7]2[CH3:15].[Cl:18][C:19]1[CH:24]=[CH:23][C:22](B(O)O)=[CH:21][CH:20]=1.C(=O)([O-])[O-].[Na+].[Na+].C1(P(C2C=CC=CC=2)C2C=CC=CC=2)C=CC=CC=1. Product: [Cl:18][C:19]1[CH:24]=[CH:23][C:22]([C:2]2[CH:3]=[C:4]([C:16]#[N:17])[CH:5]=[C:6]3[C:10]=2[N:9]([CH3:11])[C:8]([C:12]([NH2:14])=[O:13])=[C:7]3[CH3:15])=[CH:21][CH:20]=1. The catalyst class is: 848. (5) Reactant: [CH3:1][O:2][C:3]1[CH:4]=[C:5]([C:15]2[C:19]3[CH2:20][CH2:21][CH2:22][C:23](=[O:24])[C:18]=3[O:17][N:16]=2)[CH:6]=[CH:7][C:8]=1[N:9]1[CH:13]=[C:12]([CH3:14])[N:11]=[CH:10]1.[BH4-].[Na+].O.C(OCC)(=O)C. Product: [CH3:1][O:2][C:3]1[CH:4]=[C:5]([C:15]2[C:19]3[CH2:20][CH2:21][CH2:22][CH:23]([OH:24])[C:18]=3[O:17][N:16]=2)[CH:6]=[CH:7][C:8]=1[N:9]1[CH:13]=[C:12]([CH3:14])[N:11]=[CH:10]1. The catalyst class is: 242. (6) Reactant: [CH:1]([C:3]1[S:7][C:6]([NH:8][CH:9]([CH:27]([CH3:29])[CH3:28])[C:10]([NH:12][C@@H:13]([CH3:26])[C:14]([NH:16][C@@H:17]([CH3:25])[C:18]([O:20]C(C)(C)C)=[O:19])=[O:15])=[O:11])=[N:5][CH:4]=1)=[O:2].C(O)(C(F)(F)F)=O. Product: [CH:1]([C:3]1[S:7][C:6]([NH:8][CH:9]([CH:27]([CH3:29])[CH3:28])[C:10]([NH:12][C@@H:13]([CH3:26])[C:14]([NH:16][C@@H:17]([CH3:25])[C:18]([OH:20])=[O:19])=[O:15])=[O:11])=[N:5][CH:4]=1)=[O:2]. The catalyst class is: 2. (7) Product: [NH2:14][C:15]1[S:16][C:1]([CH2:2][CH2:3][OH:4])=[CH:6][N:5]=1. The catalyst class is: 6. Reactant: [CH2:1]1[C:6](=O)[N:5](Br)[C:3](=[O:4])[CH2:2]1.O1C=CCC1.[NH2:14][C:15](N)=[S:16].[NH4+].[Cl-]. (8) Reactant: [CH3:1][C:2]1[N:3]=[CH:4][C:5]2[CH2:10][NH:9][C:8](=[O:11])[NH:7][C:6]=2[N:12]=1.[Br:13][CH2:14][C:15]([C:17]1[CH:22]=[CH:21][CH:20]=[CH:19][CH:18]=1)=[O:16]. Product: [Br-:13].[CH3:1][C:2]1[N+:3]([CH2:14][C:15](=[O:16])[C:17]2[CH:22]=[CH:21][CH:20]=[CH:19][CH:18]=2)=[CH:4][C:5]2[CH2:10][NH:9][C:8](=[O:11])[NH:7][C:6]=2[N:12]=1. The catalyst class is: 8.